Task: Predict the product of the given reaction.. Dataset: Forward reaction prediction with 1.9M reactions from USPTO patents (1976-2016) (1) Given the reactants [Cl:1][C:2]1[CH:3]=[C:4]2[C:9](=[CH:10][C:11]=1[O:12][C:13]1[CH:21]=[CH:20][C:16]([C:17]([OH:19])=O)=[CH:15][CH:14]=1)O[CH2:7][CH2:6][CH:5]2[C:22]([O:24][CH2:25][CH3:26])=[O:23].[C:27](Cl)(=O)C(Cl)=O.CN(C=O)C.[F:38][C:39]([F:54])([F:53])[C:40]1[CH:45]=[CH:44][C:43]([C:46]2[N:51]=[N:50][C:49]([NH2:52])=[CH:48][CH:47]=2)=[CH:42][CH:41]=1, predict the reaction product. The product is: [Cl:1][C:2]1[CH:3]=[C:4]2[C:9]([CH2:27][CH2:7][CH2:6][CH:5]2[C:22]([O:24][CH2:25][CH3:26])=[O:23])=[CH:10][C:11]=1[O:12][C:13]1[CH:21]=[CH:20][C:16]([C:17](=[O:19])[NH:52][C:49]2[N:50]=[N:51][C:46]([C:43]3[CH:42]=[CH:41][C:40]([C:39]([F:38])([F:53])[F:54])=[CH:45][CH:44]=3)=[CH:47][CH:48]=2)=[CH:15][CH:14]=1. (2) Given the reactants [Cl:1][C:2]1[C:7]2[O:8][CH2:9][CH2:10][CH2:11][O:12][C:6]=2[CH:5]=[C:4]([CH2:13][NH:14][CH2:15][CH:16]([CH3:18])[CH3:17])[CH:3]=1.[C:19]([NH:26][C@H:27]([C:29]([OH:31])=O)[CH3:28])([O:21][C:22]([CH3:25])([CH3:24])C)=[O:20].[CH3:32]CN=C=NCCCN(C)C, predict the reaction product. The product is: [CH3:32][CH2:25][CH:22]([O:21][C:19]([NH:26][C@@H:27]([CH3:28])[C:29]([N:14]([CH2:13][C:4]1[CH:3]=[C:2]([Cl:1])[C:7]2[O:8][CH2:9][CH2:10][CH2:11][O:12][C:6]=2[CH:5]=1)[CH2:15][CH:16]([CH3:18])[CH3:17])=[O:31])=[O:20])[CH3:24]. (3) Given the reactants [Br:1][C:2]1[CH:3]=[C:4]([CH2:29][C:30]([OH:32])=[O:31])[CH:5]=[C:6]([Br:28])[C:7]=1[O:8][C:9]1[CH:14]=[C:13]([CH:15]([CH3:17])[CH3:16])[C:12]([OH:18])=[CH:11][C:10]=1[C:19](=[O:27])[C:20]1[CH:25]=[CH:24][CH:23]=[C:22]([CH3:26])[CH:21]=1.[CH3:33]O, predict the reaction product. The product is: [CH3:33][O:31][C:30](=[O:32])[CH2:29][C:4]1[CH:3]=[C:2]([Br:1])[C:7]([O:8][C:9]2[CH:14]=[C:13]([CH:15]([CH3:17])[CH3:16])[C:12]([OH:18])=[CH:11][C:10]=2[C:19](=[O:27])[C:20]2[CH:25]=[CH:24][CH:23]=[C:22]([CH3:26])[CH:21]=2)=[C:6]([Br:28])[CH:5]=1. (4) Given the reactants C([O:3][CH2:4][CH2:5][CH2:6][N:7]1[C:12](=[O:13])[C:11]2[C:14]([CH2:25][C:26]3[CH:31]=[CH:30][C:29]([Cl:32])=[CH:28][CH:27]=3)=[C:15]([O:18][C:19]3[CH:20]=[N:21][CH:22]=[CH:23][CH:24]=3)[CH:16]=[N:17][C:10]=2[N:9]([CH3:33])[C:8]1=[O:34])=O.O[Li].O, predict the reaction product. The product is: [Cl:32][C:29]1[CH:28]=[CH:27][C:26]([CH2:25][C:14]2[C:11]3[C:12](=[O:13])[N:7]([CH2:6][CH2:5][CH2:4][OH:3])[C:8](=[O:34])[N:9]([CH3:33])[C:10]=3[N:17]=[CH:16][C:15]=2[O:18][C:19]2[CH:20]=[N:21][CH:22]=[CH:23][CH:24]=2)=[CH:31][CH:30]=1.